This data is from Full USPTO retrosynthesis dataset with 1.9M reactions from patents (1976-2016). The task is: Predict the reactants needed to synthesize the given product. Given the product [CH2:1]1[C:6]2[NH:7][C:8]3[C:13](=[CH:12][CH:11]=[CH:10][CH:9]=3)[C:5]=2[CH2:4][CH2:3][N:2]1[C:15]1[CH:22]=[CH:21][C:18]([CH:19]=[O:20])=[CH:17][CH:16]=1, predict the reactants needed to synthesize it. The reactants are: [CH2:1]1[C:6]2[NH:7][C:8]3[C:13]([C:5]=2[CH2:4][CH2:3][NH:2]1)=[CH:12][CH:11]=[CH:10][CH:9]=3.F[C:15]1[CH:22]=[CH:21][C:18]([CH:19]=[O:20])=[CH:17][CH:16]=1.[F-].[Cs+].